Dataset: Forward reaction prediction with 1.9M reactions from USPTO patents (1976-2016). Task: Predict the product of the given reaction. (1) Given the reactants [CH3:1][NH:2]C[C@H](C1C=CC=CN=1)O.Cl[CH2:13][C:14]([C:16]1[CH:17]=[N:18][CH:19]=[CH:20][CH:21]=1)=[O:15], predict the reaction product. The product is: [CH3:1][NH:2][CH2:13][C@H:14]([C:16]1[CH:17]=[N:18][CH:19]=[CH:20][CH:21]=1)[OH:15]. (2) Given the reactants CO[CH:3](OC)[N:4]([CH3:6])[CH3:5].[CH2:9]([N:11]1[C:19]2[C:14](=[CH:15][CH:16]=[C:17]([C:20](=[O:22])[CH3:21])[CH:18]=2)[C:13]([CH2:23][CH3:24])=[N:12]1)[CH3:10], predict the reaction product. The product is: [CH2:9]([N:11]1[C:19]2[C:14](=[CH:15][CH:16]=[C:17]([C:20](=[O:22])/[CH:21]=[CH:3]/[N:4]([CH3:5])[CH3:6])[CH:18]=2)[C:13]([CH2:23][CH3:24])=[N:12]1)[CH3:10]. (3) The product is: [CH2:1]([C:3]1[N:7]([C:8]2[N:16]=[C:15]3[C:11]([N:12]=[C:13]([CH2:18][N:39]4[CH2:38][CH2:37][N:36]([CH2:35][CH2:34][S:31]([CH3:30])(=[O:32])=[O:33])[CH2:41][CH2:40]4)[N:14]3[CH3:17])=[C:10]([N:20]3[CH2:21][CH2:22][O:23][CH2:24][CH2:25]3)[N:9]=2)[C:6]2[CH:26]=[CH:27][CH:28]=[CH:29][C:5]=2[N:4]=1)[CH3:2]. Given the reactants [CH2:1]([C:3]1[N:7]([C:8]2[N:16]=[C:15]3[C:11]([N:12]=[C:13]([CH:18]=O)[N:14]3[CH3:17])=[C:10]([N:20]3[CH2:25][CH2:24][O:23][CH2:22][CH2:21]3)[N:9]=2)[C:6]2[CH:26]=[CH:27][CH:28]=[CH:29][C:5]=2[N:4]=1)[CH3:2].[CH3:30][S:31]([CH2:34][CH2:35][N:36]1[CH2:41][CH2:40][NH:39][CH2:38][CH2:37]1)(=[O:33])=[O:32].C(O[BH-](OC(=O)C)OC(=O)C)(=O)C.[Na+], predict the reaction product.